Dataset: Catalyst prediction with 721,799 reactions and 888 catalyst types from USPTO. Task: Predict which catalyst facilitates the given reaction. Reactant: C[O:2][C:3](=O)[CH2:4][CH2:5][C:6]1[CH:11]=[CH:10][C:9]([S:12]([C:15]2[CH:20]=[CH:19][CH:18]=[CH:17][CH:16]=2)(=[O:14])=[O:13])=[CH:8][C:7]=1[Br:21].[H-].C([Al+]CC(C)C)C(C)C.CO.Cl. Product: [C:15]1([S:12]([C:9]2[CH:10]=[CH:11][C:6]([CH2:5][CH2:4][CH:3]=[O:2])=[C:7]([Br:21])[CH:8]=2)(=[O:13])=[O:14])[CH:16]=[CH:17][CH:18]=[CH:19][CH:20]=1. The catalyst class is: 2.